This data is from Full USPTO retrosynthesis dataset with 1.9M reactions from patents (1976-2016). The task is: Predict the reactants needed to synthesize the given product. Given the product [CH3:1][O:2][C:3](=[O:8])[CH2:4][C:5](=[O:6])[CH2:7][CH2:10][CH2:11][CH3:12], predict the reactants needed to synthesize it. The reactants are: [CH3:1][O:2][C:3](=[O:8])[CH2:4][C:5]([CH3:7])=[O:6].I[CH2:10][CH2:11][CH3:12].